From a dataset of Reaction yield outcomes from USPTO patents with 853,638 reactions. Predict the reaction yield, written as a fraction of the theoretical maximum amount of product (1.0 means a 100% yield; for example, 0.34 means a 34% yield). (1) The reactants are [OH:1][C:2]1[CH:8]=[C:7]([N+:9]([O-:11])=[O:10])[CH:6]=[CH:5][C:3]=1[NH2:4].[C:12](OC(=O)C)(=[O:14])[CH3:13].CC1C=CN=C(N)C=1C.C1C[O:31][CH2:30][CH2:29]1. No catalyst specified. The product is [C:12]([NH:4][C:3]1[CH:5]=[CH:6][C:7]([N+:9]([O-:11])=[O:10])=[CH:8][C:2]=1[O:1][C:30](=[O:31])[CH3:29])(=[O:14])[CH3:13]. The yield is 0.907. (2) The reactants are [Br:1][C:2]1[C:7]([OH:8])=[CH:6][CH:5]=[C:4]([CH3:9])[N:3]=1.[C:10]([O-])([O-])=O.[K+].[K+].CI. The catalyst is CC(C)=O. The product is [Br:1][C:2]1[C:7]([O:8][CH3:10])=[CH:6][CH:5]=[C:4]([CH3:9])[N:3]=1. The yield is 0.360. (3) The reactants are [CH2:1]([N:3]([CH2:8][CH3:9])[CH2:4][CH2:5][C:6]#[N:7])[CH3:2].[NH2:10][OH:11]. The catalyst is CCO. The product is [CH2:1]([N:3]([CH2:8][CH3:9])[CH2:4][CH2:5][C:6](=[N:10][OH:11])[NH2:7])[CH3:2]. The yield is 0.926. (4) The reactants are C(O[BH-](OC(=O)C)OC(=O)C)(=O)C.[Na+].[Cl:15][C:16]1[C:17]([CH:29]=O)=[N:18][CH:19]=[C:20]([N:22]2[CH2:27][CH2:26][CH2:25][CH2:24][CH:23]2[CH3:28])[N:21]=1.[CH2:31]([NH:38][CH2:39][CH2:40][OH:41])[C:32]1[CH:37]=[CH:36][CH:35]=[CH:34][CH:33]=1.C(=O)([O-])O.[Na+]. The catalyst is C(#N)C.C(O)(=O)C. The product is [CH2:31]([N:38]([CH2:29][C:17]1[C:16]([Cl:15])=[N:21][C:20]([N:22]2[CH2:27][CH2:26][CH2:25][CH2:24][CH:23]2[CH3:28])=[CH:19][N:18]=1)[CH2:39][CH2:40][OH:41])[C:32]1[CH:37]=[CH:36][CH:35]=[CH:34][CH:33]=1. The yield is 0.890. (5) The reactants are [CH3:1][O:2][C:3]1[CH:4]=[C:5]([OH:13])[CH:6]=[C:7]([O:11][CH3:12])[C:8]=1[O:9][CH3:10].[C:14](OC(=O)C)(=[O:16])[CH3:15]. No catalyst specified. The product is [C:14]([O:13][C:5]1[CH:6]=[C:7]([O:11][CH3:12])[C:8]([O:9][CH3:10])=[C:3]([O:2][CH3:1])[CH:4]=1)(=[O:16])[CH3:15]. The yield is 0.930. (6) The reactants are FC(F)(F)C(O)=O.[C:8]([O:12][C:13]([NH:15][C@H:16]([C:20]1[CH:25]=[C:24](B(O)O)[CH:23]=[CH:22][N:21]=1)[CH2:17][CH:18]=[CH2:19])=[O:14])([CH3:11])([CH3:10])[CH3:9].Br[C:30]1[C:35]([NH2:36])=[CH:34][CH:33]=[CH:32][N:31]=1.C([O-])([O-])=O.[Na+].[Na+]. The catalyst is O1CCOCC1.C1C=CC([P]([Pd]([P](C2C=CC=CC=2)(C2C=CC=CC=2)C2C=CC=CC=2)([P](C2C=CC=CC=2)(C2C=CC=CC=2)C2C=CC=CC=2)[P](C2C=CC=CC=2)(C2C=CC=CC=2)C2C=CC=CC=2)(C2C=CC=CC=2)C2C=CC=CC=2)=CC=1. The product is [C:8]([O:12][C:13](=[O:14])[NH:15][C@H:16]([C:20]1[CH:25]=[C:24]([C:30]2[C:35]([NH2:36])=[CH:34][CH:33]=[CH:32][N:31]=2)[CH:23]=[CH:22][N:21]=1)[CH2:17][CH:18]=[CH2:19])([CH3:11])([CH3:10])[CH3:9]. The yield is 0.990. (7) The reactants are [OH:1][C:2]1[CH:7]=[CH:6][C:5]([CH2:8][CH2:9][C:10]2[CH:24]=[CH:23][C:13]3[CH:14]=[C:15]([CH:17]([NH:19][C:20](=[O:22])[CH3:21])[CH3:18])[O:16][C:12]=3[CH:11]=2)=[CH:4][CH:3]=1.Br[CH2:26][CH:27]([CH3:29])[CH3:28]. No catalyst specified. The product is [CH3:26][CH:27]([CH3:29])[CH2:28][O:1][C:2]1[CH:3]=[CH:4][C:5]([CH2:8][CH2:9][C:10]2[CH:24]=[CH:23][C:13]3[CH:14]=[C:15]([CH:17]([NH:19][C:20](=[O:22])[CH3:21])[CH3:18])[O:16][C:12]=3[CH:11]=2)=[CH:6][CH:7]=1. The yield is 0.270. (8) The reactants are [Br:1][C:2]1[CH:7]=[CH:6][C:5]([C:8]2([CH3:15])[NH:12]C(=O)N[C:9]2=[O:14])=[CH:4][CH:3]=1.[OH-:16].[Na+].Cl. The catalyst is O. The product is [NH2:12][C:8]([C:5]1[CH:6]=[CH:7][C:2]([Br:1])=[CH:3][CH:4]=1)([CH3:15])[C:9]([OH:16])=[O:14]. The yield is 0.650.